This data is from Peptide-MHC class II binding affinity with 134,281 pairs from IEDB. The task is: Regression. Given a peptide amino acid sequence and an MHC pseudo amino acid sequence, predict their binding affinity value. This is MHC class II binding data. (1) The peptide sequence is YANYRDIDLGRNEVV. The MHC is DRB1_1501 with pseudo-sequence DRB1_1501. The binding affinity (normalized) is 0.345. (2) The MHC is DRB1_0701 with pseudo-sequence DRB1_0701. The peptide sequence is RRCKNIPQPVRALLE. The binding affinity (normalized) is 0.392. (3) The peptide sequence is FVMMSAPPAEYKLQQ. The MHC is DRB1_1501 with pseudo-sequence DRB1_1501. The binding affinity (normalized) is 0.424. (4) The peptide sequence is GELQIVWKIDAAFKI. The MHC is DRB1_1101 with pseudo-sequence DRB1_1101. The binding affinity (normalized) is 0.763. (5) The peptide sequence is FENLVAENVKPPKVD. The MHC is DRB1_0701 with pseudo-sequence DRB1_0701. The binding affinity (normalized) is 0. (6) The peptide sequence is SQDSELSWNLNGLQAY. The binding affinity (normalized) is 0.463. The MHC is HLA-DQA10101-DQB10501 with pseudo-sequence HLA-DQA10101-DQB10501. (7) The peptide sequence is KDGRRIVVPCREQDE. The MHC is DRB1_0404 with pseudo-sequence DRB1_0404. The binding affinity (normalized) is 0.316. (8) The peptide sequence is MQYIKANSKFIGITEL. The MHC is DRB1_0101 with pseudo-sequence DRB1_0101. The binding affinity (normalized) is 0.620.